Dataset: Forward reaction prediction with 1.9M reactions from USPTO patents (1976-2016). Task: Predict the product of the given reaction. Given the reactants [CH:1]([O:4][CH2:5][CH:6]1[C:27]2[C:22](=[CH:23][CH:24]=[CH:25][CH:26]=2)[O:21][C:8]2([CH2:13][CH2:12][N:11](C(OC(C)(C)C)=O)[CH2:10][CH2:9]2)[CH2:7]1)([CH3:3])[CH3:2].[Cl:28]CCl.Cl, predict the reaction product. The product is: [ClH:28].[CH:1]([O:4][CH2:5][CH:6]1[C:27]2[C:22](=[CH:23][CH:24]=[CH:25][CH:26]=2)[O:21][C:8]2([CH2:13][CH2:12][NH:11][CH2:10][CH2:9]2)[CH2:7]1)([CH3:3])[CH3:2].